This data is from Catalyst prediction with 721,799 reactions and 888 catalyst types from USPTO. The task is: Predict which catalyst facilitates the given reaction. (1) Reactant: [F:1][C@H:2]1[CH2:18][CH:17]2[C@:9]([F:28])([C@@H:10]([OH:27])[CH2:11][C@@:12]3([CH3:26])[CH:16]2[CH2:15][CH:14]=[C:13]3[C:19](=[O:25])[CH2:20][O:21]C(=O)C)[C@:8]2([CH3:29])[C:3]1=[CH:4][C:5](=[O:30])[CH:6]=[CH:7]2. Product: [F:1][C@H:2]1[CH2:18][CH:17]2[C@:9]([F:28])([C@@H:10]([OH:27])[CH2:11][C@@:12]3([CH3:26])[CH:16]2[CH2:15][CH:14]=[C:13]3[C:19](=[O:25])[CH2:20][OH:21])[C@:8]2([CH3:29])[C:3]1=[CH:4][C:5](=[O:30])[CH:6]=[CH:7]2. The catalyst class is: 8. (2) Reactant: [F:1][C:2]1[CH:15]=[CH:14][C:13]([C:16]([F:19])([F:18])[F:17])=[CH:12][C:3]=1/[CH:4]=[N:5]/[S@:6]([C:8]([CH3:11])([CH3:10])[CH3:9])=[O:7].[CH3:20][Mg]Br.C1COCC1. Product: [F:1][C:2]1[CH:15]=[CH:14][C:13]([C:16]([F:19])([F:17])[F:18])=[CH:12][C:3]=1[CH:4]([NH:5][S@:6]([C:8]([CH3:11])([CH3:9])[CH3:10])=[O:7])[CH3:20]. The catalyst class is: 4. (3) Reactant: [F:1][C:2]1[C:7]([C:8](=[O:15])[CH2:9][C:10]([O:12][CH2:13][CH3:14])=[O:11])=[CH:6][CH:5]=[CH:4][N:3]=1.C(N(CC)CC)C.C(NC1C=CC(S([N:36]=[N+:37]=[N-])(=O)=O)=CC=1)(=O)C.[OH-].[Na+].C(=O)([O-])[O-].[Na+].[Na+]. Product: [N+:36](=[C:9]([C:8]([C:7]1[C:2]([F:1])=[N:3][CH:4]=[CH:5][CH:6]=1)=[O:15])[C:10]([O:12][CH2:13][CH3:14])=[O:11])=[N-:37]. The catalyst class is: 47. (4) Reactant: [CH:1]([C:3]1[NH:4][C:5]2[CH2:6][CH2:7][CH2:8][CH2:9][C:10]=2[C:11]=1[CH2:12][CH2:13][C:14]([OH:16])=[O:15])=O.[CH3:17][C:18]1[CH:26]=[CH:25][CH:24]=[C:23]2[C:19]=1[CH2:20][C:21](=[O:27])[NH:22]2.N1CCCCC1.C(O)(=O)C. Product: [CH3:17][C:18]1[CH:26]=[CH:25][CH:24]=[C:23]2[C:19]=1[C:20](=[CH:1][C:3]1[NH:4][C:5]3[CH2:6][CH2:7][CH2:8][CH2:9][C:10]=3[C:11]=1[CH2:12][CH2:13][C:14]([OH:16])=[O:15])[C:21](=[O:27])[NH:22]2. The catalyst class is: 8. (5) Product: [OH:19][NH:18][C:3]([C:5]1[S:9][C:8]([N:10]2[CH2:15][CH2:14][N:13]([CH3:16])[CH2:12][CH2:11]2)=[N:7][CH:6]=1)=[O:2]. The catalyst class is: 12. Reactant: C[O:2][C:3]([C:5]1[S:9][C:8]([N:10]2[CH2:15][CH2:14][N:13]([CH3:16])[CH2:12][CH2:11]2)=[N:7][CH:6]=1)=O.Cl.[NH2:18][OH:19].C[O-].[Na+].CO.Cl. (6) Reactant: [NH2:1][C@@H:2]([CH2:33][C:34]1[CH:39]=[CH:38][CH:37]=[CH:36][CH:35]=1)[C@@H:3]([OH:32])[CH2:4][C@@H:5]([NH:19][C:20]([C@@H:22]([NH:27][C:28](=[O:31])[O:29][CH3:30])[C:23]([CH3:26])([CH3:25])[CH3:24])=[O:21])[CH2:6][C:7]1[CH:12]=[CH:11][C:10]([C:13]2[CH:18]=[CH:17][CH:16]=[CH:15][N:14]=2)=[CH:9][CH:8]=1.[CH2:40]([N:47]([CH3:59])[C:48]([NH:50][C@@H:51]([C:55]([CH3:58])([CH3:57])[CH3:56])[C:52](O)=[O:53])=[O:49])[C:41]1[CH:46]=[CH:45][CH:44]=[CH:43][CH:42]=1.CCOP(ON1N=NC2C=CC=CC=2C1=O)(OCC)=O.C(N(CC)C(C)C)(C)C. Product: [CH3:30][O:29][C:28](=[O:31])[NH:27][C@@H:22]([C:23]([CH3:26])([CH3:25])[CH3:24])[C:20](=[O:21])[NH:19][C@@H:5]([CH2:6][C:7]1[CH:12]=[CH:11][C:10]([C:13]2[CH:18]=[CH:17][CH:16]=[CH:15][N:14]=2)=[CH:9][CH:8]=1)[CH2:4][C@H:3]([OH:32])[C@H:2]([CH2:33][C:34]1[CH:35]=[CH:36][CH:37]=[CH:38][CH:39]=1)[NH:1][C:52](=[O:53])[C@H:51]([C:55]([CH3:57])([CH3:56])[CH3:58])[NH:50][C:48](=[O:49])[N:47]([CH3:59])[CH2:40][C:41]1[CH:46]=[CH:45][CH:44]=[CH:43][CH:42]=1. The catalyst class is: 1. (7) Reactant: [NH2:1][C:2]1[C:11]([Cl:12])=[N:10][CH:9]=[CH:8][C:3]=1[C:4](OC)=[O:5].[BH4-].[Li+]. Product: [NH2:1][C:2]1[C:11]([Cl:12])=[N:10][CH:9]=[CH:8][C:3]=1[CH2:4][OH:5]. The catalyst class is: 1. (8) Reactant: F[B-](F)(F)F.C(N(C(C)C)[CH:10]=[N+:11]([CH:15]([CH3:17])[CH3:16])[CH:12]([CH3:14])[CH3:13])(C)C.CC(C)([O-])C.[K+].[C:27]([O:31][C:32]([N:34]1[C:38](=[O:39])[CH2:37][CH2:36][C@H:35]1[CH2:40][C:41]1[CH:46]=[CH:45][C:44]([C:47]2[CH:52]=[CH:51][CH:50]=[CH:49][CH:48]=2)=[CH:43][CH:42]=1)=[O:33])([CH3:30])([CH3:29])[CH3:28].C(OC(C)C)(=O)C. Product: [C:27]([O:31][C:32]([N:34]1[C@H:35]([CH2:40][C:41]2[CH:42]=[CH:43][C:44]([C:47]3[CH:48]=[CH:49][CH:50]=[CH:51][CH:52]=3)=[CH:45][CH:46]=2)[CH2:36]/[C:37](=[CH:10]\[N:11]([CH:12]([CH3:13])[CH3:14])[CH:15]([CH3:16])[CH3:17])/[C:38]1=[O:39])=[O:33])([CH3:30])([CH3:28])[CH3:29]. The catalyst class is: 1.